This data is from Human liver microsome stability data. The task is: Regression/Classification. Given a drug SMILES string, predict its absorption, distribution, metabolism, or excretion properties. Task type varies by dataset: regression for continuous measurements (e.g., permeability, clearance, half-life) or binary classification for categorical outcomes (e.g., BBB penetration, CYP inhibition). Dataset: hlm. The molecule is O=P1(c2ccc(C(F)(F)F)cc2)NCCCO1. The result is 0 (unstable in human liver microsomes).